This data is from Peptide-MHC class I binding affinity with 185,985 pairs from IEDB/IMGT. The task is: Regression. Given a peptide amino acid sequence and an MHC pseudo amino acid sequence, predict their binding affinity value. This is MHC class I binding data. The peptide sequence is YEVPAALIL. The MHC is HLA-B35:01 with pseudo-sequence HLA-B35:01. The binding affinity (normalized) is 0.333.